From a dataset of Catalyst prediction with 721,799 reactions and 888 catalyst types from USPTO. Predict which catalyst facilitates the given reaction. (1) Reactant: C(OC([N:8]1[CH2:12][CH2:11][CH2:10][CH:9]1[CH2:13][C:14](=[O:17])[CH:15]=[CH2:16])=O)(C)(C)C.Cl.C(=O)([O-])O.[Na+]. The catalyst class is: 7. Product: [CH2:10]1[CH:9]2[N:8]([CH2:16][CH2:15][C:14](=[O:17])[CH2:13]2)[CH2:12][CH2:11]1. (2) Reactant: [F:1][CH:2]([F:12])[C:3]1[C:7]([C:8](Cl)=[O:9])=[CH:6][N:5]([CH3:11])[N:4]=1.[F:13][C:14]([F:26])([O:18][C:19]1[CH:24]=[CH:23][CH:22]=[CH:21][C:20]=1[NH2:25])[CH:15]([F:17])[F:16].N1C=CC=CC=1.C(OC)(C)(C)C. Product: [F:13][C:14]([F:26])([O:18][C:19]1[CH:24]=[CH:23][CH:22]=[CH:21][C:20]=1[NH:25][C:8]([C:7]1[C:3]([CH:2]([F:12])[F:1])=[N:4][N:5]([CH3:11])[CH:6]=1)=[O:9])[CH:15]([F:16])[F:17]. The catalyst class is: 7. (3) Reactant: [Cu][C:2]#[N:3].[I-].[K+].[Cl:6][C:7]1[C:8]([F:16])=[C:9]([CH:13]=[CH:14][CH:15]=1)[C:10](Cl)=[O:11]. Product: [Cl:6][C:7]1[C:8]([F:16])=[C:9]([CH:13]=[CH:14][CH:15]=1)[C:10]([C:2]#[N:3])=[O:11]. The catalyst class is: 113. (4) Reactant: [CH3:1][O:2][C:3]([C:5]1[C:6]([CH2:10][CH2:11][CH2:12][C:13]([OH:15])=O)=[CH:7][NH:8][CH:9]=1)=[O:4].C(OC(C(F)(F)F)=O)(C(F)(F)F)=O. Product: [O:15]=[C:13]1[C:7]2[NH:8][CH:9]=[C:5]([C:3]([O:2][CH3:1])=[O:4])[C:6]=2[CH2:10][CH2:11][CH2:12]1. The catalyst class is: 67. (5) Reactant: [OH-].[Na+].C(OCC)(=O)C.[CH:9]1[C:10]([CH2:18][C@@H:19]([NH2:36])[CH2:20][C:21]([N:23]2[CH2:35][C:27]3=[N:28][N:29]=[C:30]([C:31]([F:34])([F:33])[F:32])[N:26]3[CH2:25][CH2:24]2)=[O:22])=[C:11]([F:17])[CH:12]=[C:13]([F:16])[C:14]=1[F:15].C1(C)C=CC(C(C([O-])=O)(O)C(C2C=CC(C)=CC=2)(O)C([O-])=O)=CC=1. Product: [CH:9]1[C:10]([CH2:18][C@@H:19]([NH2:36])[CH2:20][C:21]([N:23]2[CH2:35][C:27]3=[N:28][N:29]=[C:30]([C:31]([F:34])([F:33])[F:32])[N:26]3[CH2:25][CH2:24]2)=[O:22])=[C:11]([F:17])[CH:12]=[C:13]([F:16])[C:14]=1[F:15]. The catalyst class is: 6. (6) Reactant: [C:1]([C:4]1[S:5][C:6]2[CH:7]([CH2:24][C:25]([OH:27])=O)[CH2:8][O:9][C:10]3[CH:17]=[CH:16][C:15]([C:18]#[C:19][C:20]([OH:23])([CH3:22])[CH3:21])=[CH:14][C:11]=3[C:12]=2[N:13]=1)(=[O:3])[NH2:2].Cl.[CH3:29][NH:30][CH3:31].C1C=CC2N(O)N=NC=2C=1.CCN=C=NCCCN(C)C.CCN(C(C)C)C(C)C. Product: [CH3:29][N:30]([CH3:31])[C:25]([CH2:24][CH:7]1[C:6]2[S:5][C:4]([C:1]([NH2:2])=[O:3])=[N:13][C:12]=2[C:11]2[CH:14]=[C:15]([C:18]#[C:19][C:20]([OH:23])([CH3:21])[CH3:22])[CH:16]=[CH:17][C:10]=2[O:9][CH2:8]1)=[O:27]. The catalyst class is: 2.